From a dataset of hERG Central: cardiac toxicity at 1µM, 10µM, and general inhibition. Predict hERG channel inhibition at various concentrations. (1) The drug is O=Cc1cccc(Oc2ccc([N+](=O)[O-])cc2[N+](=O)[O-])c1. Results: hERG_inhib (hERG inhibition (general)): blocker. (2) The compound is O=C1CC[C@H](OCc2ccccc2)CCN1[C@H](CSc1ccccc1)Cc1ccccc1. Results: hERG_inhib (hERG inhibition (general)): blocker. (3) The molecule is Cc1ccc2nc(SCc3ccc([N+](=O)[O-])cc3)[nH]c2c1. Results: hERG_inhib (hERG inhibition (general)): blocker.